This data is from Full USPTO retrosynthesis dataset with 1.9M reactions from patents (1976-2016). The task is: Predict the reactants needed to synthesize the given product. (1) Given the product [CH3:1][O:2][C:3]1[CH:4]=[C:5]([CH:9]([CH:14]2[CH2:19][CH2:18][NH:17][CH2:16][CH2:15]2)[C:10]([O:12][CH3:13])=[O:11])[CH:6]=[CH:7][CH:8]=1, predict the reactants needed to synthesize it. The reactants are: [CH3:1][O:2][C:3]1[CH:4]=[C:5]([CH:9]([C:14]2[CH:19]=[CH:18][N:17]=[CH:16][CH:15]=2)[C:10]([O:12][CH3:13])=[O:11])[CH:6]=[CH:7][CH:8]=1.[H][H]. (2) Given the product [Cl:18][C:12]1[CH:13]=[CH:14][CH:15]=[C:16]([Cl:17])[C:11]=1[N:9]1[CH:8]=[C:7]2[C:2]([NH:19][C:20]3[CH:25]=[C:24]([CH3:26])[N:23]=[C:22]([CH3:27])[N:21]=3)=[N:3][CH:4]=[CH:5][C:6]2=[N:10]1, predict the reactants needed to synthesize it. The reactants are: Cl[C:2]1[C:7]2=[CH:8][N:9]([C:11]3[C:16]([Cl:17])=[CH:15][CH:14]=[CH:13][C:12]=3[Cl:18])[N:10]=[C:6]2[CH:5]=[CH:4][N:3]=1.[NH2:19][C:20]1[CH:25]=[C:24]([CH3:26])[N:23]=[C:22]([CH3:27])[N:21]=1.CC1(C)C2C(=C(P(C3C=CC=CC=3)C3C=CC=CC=3)C=CC=2)OC2C(P(C3C=CC=CC=3)C3C=CC=CC=3)=CC=CC1=2.C(=O)([O-])[O-].[Cs+].[Cs+]. (3) The reactants are: [CH:1]1([N:7]2[C:15]3[C:14](=[O:16])[NH:13][C:12]([C:17]4[CH:24]=[CH:23][C:20]([CH:21]=O)=[CH:19][C:18]=4[O:25][CH3:26])=[N:11][C:10]=3[C:9]([CH3:27])=[N:8]2)[CH2:6][CH2:5][CH2:4][CH2:3][CH2:2]1.[CH3:28][N:29]1[CH2:34][CH2:33][NH:32][CH2:31][CH2:30]1.C(O[BH-](OC(=O)C)OC(=O)C)(=O)C.[Na+].C(=O)([O-])O.[Na+]. Given the product [CH:1]1([N:7]2[C:15]3[C:14](=[O:16])[NH:13][C:12]([C:17]4[CH:24]=[CH:23][C:20]([CH2:21][N:32]5[CH2:33][CH2:34][N:29]([CH3:28])[CH2:30][CH2:31]5)=[CH:19][C:18]=4[O:25][CH3:26])=[N:11][C:10]=3[C:9]([CH3:27])=[N:8]2)[CH2:2][CH2:3][CH2:4][CH2:5][CH2:6]1, predict the reactants needed to synthesize it.